From a dataset of CYP2D6 inhibition data for predicting drug metabolism from PubChem BioAssay. Regression/Classification. Given a drug SMILES string, predict its absorption, distribution, metabolism, or excretion properties. Task type varies by dataset: regression for continuous measurements (e.g., permeability, clearance, half-life) or binary classification for categorical outcomes (e.g., BBB penetration, CYP inhibition). Dataset: cyp2d6_veith. The result is 0 (non-inhibitor). The drug is CCN1C[C@@]2(COC)CC[C@H](OC)[C@]34[C@H]5C[C@H]6[C@H](OC)C[C@@]7(OCO[C@]7([C@H](O)[C@@H]23)[C@H]14)[C@@H]5[C@@H]6OC.